This data is from Full USPTO retrosynthesis dataset with 1.9M reactions from patents (1976-2016). The task is: Predict the reactants needed to synthesize the given product. (1) Given the product [CH2:11]([C:8]1([C:5]2[CH:6]=[CH:7][C:2]([CH:47]=[O:48])=[CH:3][CH:4]=2)[CH2:10][CH2:9]1)[CH2:12][CH2:13][CH2:14][CH2:15][CH2:16][CH2:17][CH2:18][CH3:19], predict the reactants needed to synthesize it. The reactants are: Br[C:2]1[CH:7]=[CH:6][C:5]([C:8]2([CH2:11][CH2:12][CH2:13][CH2:14][CH2:15][CH2:16][CH2:17][CH2:18][CH3:19])[CH2:10][CH2:9]2)=[CH:4][CH:3]=1.BrC1C=CC(C2(CCCC)CC2)=CC=1.C([Li])CCC.CCCCCC.CN(C)[CH:47]=[O:48]. (2) Given the product [NH2:37][C@@H:29]([CH2:30][C:31]1[CH:32]=[CH:33][CH:34]=[CH:35][CH:36]=1)[C:28]([NH:27][C@H:23]([CH:24]([CH3:25])[CH3:26])[C:22]([NH:21][CH2:20][C@@H:19]([OH:50])[CH2:18][P:9]([CH2:11][CH:12]1[CH2:13][CH2:14][CH2:15][CH2:16][CH2:17]1)(=[O:8])[OH:10])=[O:49])=[O:48], predict the reactants needed to synthesize it. The reactants are: C([O:8][P:9]([CH2:18][C@H:19]([OH:50])[CH2:20][NH:21][C:22](=[O:49])[C@@H:23]([NH:27][C:28](=[O:48])[C@@H:29]([NH:37]C(OCC1C=CC=CC=1)=O)[CH2:30][C:31]1[CH:36]=[CH:35][CH:34]=[CH:33][CH:32]=1)[CH:24]([CH3:26])[CH3:25])([CH2:11][CH:12]1[CH2:17][CH2:16][CH2:15][CH2:14][CH2:13]1)=[O:10])C1C=CC=CC=1.C(OP(C[C@H](O)CNC(=O)[C@H](NC(=O)[C@@H](NC(OCC1C=CC=CC=1)=O)CC1C=CC=CC=1)C(C)C)(CC1CCCCC1)=O)C1C=CC=CC=1.N(C(OCC1C=CC=CC=1)=O)[C@H](C(N[C@H](C(O)=O)C(C)C)=O)CC1C=CC=CC=1.OC1C2N=NNC=2C=CC=1.N=C=N.C(N(CC)CC)C.Cl.C(OP(C[C@H](O)CN)(CC1CCCCC1)=O)C1C=CC=CC=1. (3) Given the product [CH3:14][C:1]1[CH:2]=[C:3]([C:7]2[O:11][N:10]=[C:9]([CH:12]([OH:13])[CH3:15])[CH:8]=2)[CH:4]=[CH:5][CH:6]=1, predict the reactants needed to synthesize it. The reactants are: [C:1]1([CH3:14])[CH:6]=[CH:5][CH:4]=[C:3]([C:7]2[O:11][N:10]=[C:9]([CH:12]=[O:13])[CH:8]=2)[CH:2]=1.[CH3:15][Mg]Br.C(OCC)C. (4) Given the product [Br:27][C:25]1[CH:26]=[C:21]([CH:20]=[CH:19][C:18]2[C:9]([NH2:8])=[N:10][C:11]3[C:16]([CH:17]=2)=[CH:15][C:14]([C:28]2[CH:33]=[CH:32][CH:31]=[CH:30][C:29]=2[CH3:34])=[CH:13][CH:12]=3)[CH:22]=[N:23][CH:24]=1, predict the reactants needed to synthesize it. The reactants are: COC1C=CC(C[NH:8][C:9]2[C:18]([CH:19]=[CH:20][C:21]3[CH:22]=[N:23][CH:24]=[C:25]([Br:27])[CH:26]=3)=[CH:17][C:16]3[C:11](=[CH:12][CH:13]=[C:14]([C:28]4[CH:33]=[CH:32][CH:31]=[CH:30][C:29]=4[CH3:34])[CH:15]=3)[N:10]=2)=CC=1.C(O)(C(F)(F)F)=O. (5) Given the product [N+:38]([C:35]1[CH:34]=[CH:33][C:32]([O:31][C:29]([N:5]2[CH:4]([C:9]3[CH:14]=[CH:13][CH:12]=[C:11]([N+:15]([O-:17])=[O:16])[CH:10]=3)[C:3]([C:18]#[N:19])=[C:2]([CH3:1])[NH:7][C:6]2=[O:8])=[O:30])=[CH:37][CH:36]=1)([O-:40])=[O:39], predict the reactants needed to synthesize it. The reactants are: [CH3:1][C:2]1[NH:7][C:6](=[O:8])[NH:5][CH:4]([C:9]2[CH:14]=[CH:13][CH:12]=[C:11]([N+:15]([O-:17])=[O:16])[CH:10]=2)[C:3]=1[C:18]#[N:19].[Li+].CC([N-]C(C)C)C.Cl[C:29]([O:31][C:32]1[CH:37]=[CH:36][C:35]([N+:38]([O-:40])=[O:39])=[CH:34][CH:33]=1)=[O:30]. (6) Given the product [F:13][C:5]1[CH:6]=[C:7]([C:15]2[CH:20]=[CH:19][CH:18]=[CH:17][C:16]=2[S:21]([N:24]2[CH2:28][CH2:27][CH2:26][CH2:25]2)(=[O:23])=[O:22])[CH:8]=[CH:9][C:4]=1[C:1](=[O:3])[CH3:2], predict the reactants needed to synthesize it. The reactants are: [C:1]([C:4]1[CH:9]=[CH:8][C:7](B(O)O)=[CH:6][C:5]=1[F:13])(=[O:3])[CH3:2].Br[C:15]1[CH:20]=[CH:19][CH:18]=[CH:17][C:16]=1[S:21]([N:24]1[CH2:28][CH2:27][CH2:26][CH2:25]1)(=[O:23])=[O:22]. (7) Given the product [F:15][C:10]1[CH:11]=[CH:12][CH:13]=[CH:14][C:9]=1[CH:7]1[CH2:8][CH:6]1[C:4]([OH:17])=[O:5], predict the reactants needed to synthesize it. The reactants are: CON(C)[C:4]([CH:6]1[CH2:8][CH:7]1[C:9]1[CH:14]=[CH:13][CH:12]=[CH:11][C:10]=1[F:15])=[O:5].[OH2:17].[OH-].[Na+]. (8) Given the product [C:15]1([CH3:14])[CH:20]=[C:19]([CH3:21])[CH:18]=[C:17]([CH3:22])[C:16]=1[S:23]([N:11]1[CH2:12][CH2:13][CH:8]([N:5]2[CH2:6][CH2:7][CH:2]([CH3:1])[CH2:3][CH2:4]2)[CH2:9][CH2:10]1)(=[O:24])=[O:25], predict the reactants needed to synthesize it. The reactants are: [CH3:1][CH:2]1[CH2:7][CH2:6][N:5]([CH:8]2[CH2:13][CH2:12][NH:11][CH2:10][CH2:9]2)[CH2:4][CH2:3]1.[CH3:14][C:15]1[CH:20]=[C:19]([CH3:21])[CH:18]=[C:17]([CH3:22])[C:16]=1[S:23](Cl)(=[O:25])=[O:24].